The task is: Predict the product of the given reaction.. This data is from Forward reaction prediction with 1.9M reactions from USPTO patents (1976-2016). (1) Given the reactants C(OC([N:8]1[CH2:12][C@H:11]([F:13])[CH2:10][C@H:9]1[CH2:14][N:15]=[N+:16]=[N-:17])=O)(C)(C)C.C(O)(C(F)(F)F)=O, predict the reaction product. The product is: [N:15]([CH2:14][C@@H:9]1[CH2:10][C@@H:11]([F:13])[CH2:12][NH:8]1)=[N+:16]=[N-:17]. (2) Given the reactants [F:1][C:2]([F:9])([F:8])[C:3]1[CH:7]=[CH:6][NH:5][N:4]=1.[H-].[Na+].[CH2:12]([O:19][C:20](=[O:26])[CH:21](Br)[C:22](=[O:24])[CH3:23])[C:13]1[CH:18]=[CH:17][CH:16]=[CH:15][CH:14]=1, predict the reaction product. The product is: [CH2:12]([O:19][C:20](=[O:26])[CH:21]([N:5]1[CH:6]=[CH:7][C:3]([C:2]([F:9])([F:8])[F:1])=[N:4]1)[C:22](=[O:24])[CH3:23])[C:13]1[CH:18]=[CH:17][CH:16]=[CH:15][CH:14]=1. (3) Given the reactants C(OC([C:6]1[NH:7][C:8]2[C:13]([CH:14]=1)=[CH:12][C:11]([Br:15])=[CH:10][C:9]=2[CH3:16])=O)C.[OH-].[K+], predict the reaction product. The product is: [Br:15][C:11]1[CH:12]=[C:13]2[C:8](=[C:9]([CH3:16])[CH:10]=1)[NH:7][CH:6]=[CH:14]2. (4) The product is: [Cl:1][C:2]1[CH:3]=[C:4]2[C:8](=[C:9]([NH:11][CH:12]3[CH2:16][CH2:15][CH2:14][CH2:13]3)[CH:10]=1)[NH:7][C:6]([C:17]1[S:18][CH2:19][C@@H:20]([CH2:22][CH2:23][N:24]3[CH2:29][CH2:28][N:27]([C:31](=[O:32])[CH2:30][OH:33])[CH2:26][CH2:25]3)[N:21]=1)=[CH:5]2. Given the reactants [Cl:1][C:2]1[CH:3]=[C:4]2[C:8](=[C:9]([NH:11][CH:12]3[CH2:16][CH2:15][CH2:14][CH2:13]3)[CH:10]=1)[NH:7][C:6]([C:17]1[S:18][CH2:19][C@@H:20]([CH2:22][CH2:23][N:24]3[CH2:29][CH2:28][NH:27][CH2:26][CH2:25]3)[N:21]=1)=[CH:5]2.[C:30](O)(=[O:33])[CH2:31][OH:32], predict the reaction product. (5) Given the reactants [C:1]([O:5][C:6]([NH:8][C@@H:9]([CH2:14]I)[C:10]([O:12][CH3:13])=[O:11])=[O:7])([CH3:4])([CH3:3])[CH3:2].II.I[C:19]1[CH2:23][CH2:22][C:21](=[O:24])[CH:20]=1.O, predict the reaction product. The product is: [C:1]([O:5][C:6]([NH:8][C@@H:9]([CH2:14][C:19]1[CH2:23][CH2:22][C:21](=[O:24])[CH:20]=1)[C:10]([O:12][CH3:13])=[O:11])=[O:7])([CH3:4])([CH3:3])[CH3:2]. (6) The product is: [F:11][C:10]1[CH:9]=[C:8]2[C:4](=[CH:3][C:2]=1[F:1])[C:5](=[O:13])[NH:6][CH2:7]2. Given the reactants [F:1][C:2]1[CH:3]=[C:4]2[C:8](=[CH:9][C:10]=1[F:11])[C:7](=O)[NH:6][CH:5]2[OH:13].FC(F)(F)C(O)=O.C([SiH](CC)CC)C, predict the reaction product. (7) Given the reactants [F:1][C:2]1[CH:3]=[C:4]([N:9]2[CH2:13][CH2:12][C:11]3([CH2:18][C@@H:17](O)[CH2:16][C@H:15]([NH:20][C:21]([C:23]4[CH:28]=[CH:27][N:26]=[C:25]([CH3:29])[N:24]=4)=[O:22])[CH2:14]3)[C:10]2=[O:30])[CH:5]=[C:6]([F:8])[CH:7]=1.CCN(S(F)(F)[F:37])CC, predict the reaction product. The product is: [F:8][C:6]1[CH:5]=[C:4]([N:9]2[CH2:13][CH2:12][C:11]3([CH2:18][C@@H:17]([F:37])[CH2:16][C@H:15]([NH:20][C:21]([C:23]4[CH:28]=[CH:27][N:26]=[C:25]([CH3:29])[N:24]=4)=[O:22])[CH2:14]3)[C:10]2=[O:30])[CH:3]=[C:2]([F:1])[CH:7]=1.